This data is from Forward reaction prediction with 1.9M reactions from USPTO patents (1976-2016). The task is: Predict the product of the given reaction. (1) Given the reactants [C:1]([C:3]1[C:4]([N:17]2[CH2:22][CH2:21][CH:20]([C:23](O)=[O:24])[CH2:19][CH2:18]2)=[N:5][C:6]([CH:14]([F:16])[F:15])=[C:7]([C:9]([O:11][CH2:12][CH3:13])=[O:10])[CH:8]=1)#[N:2].[F:26][C:27]1[CH:32]=[C:31]([F:33])[CH:30]=[CH:29][C:28]=1[CH2:34][S:35]([NH2:38])(=[O:37])=[O:36], predict the reaction product. The product is: [C:1]([C:3]1[C:4]([N:17]2[CH2:18][CH2:19][CH:20]([C:23](=[O:24])[NH:38][S:35]([CH2:34][C:28]3[CH:29]=[CH:30][C:31]([F:33])=[CH:32][C:27]=3[F:26])(=[O:36])=[O:37])[CH2:21][CH2:22]2)=[N:5][C:6]([CH:14]([F:16])[F:15])=[C:7]([CH:8]=1)[C:9]([O:11][CH2:12][CH3:13])=[O:10])#[N:2]. (2) Given the reactants [NH2:1][C:2]1[N:7]=[C:6]([C:8]2[O:9][CH:10]=[CH:11][CH:12]=2)[C:5]([C:13]#[N:14])=[C:4](S(C)=O)[N:3]=1.Cl.[CH3:19][S:20]([C:23]1[CH:30]=[CH:29][C:26]([CH2:27][NH2:28])=[CH:25][CH:24]=1)(=[O:22])=[O:21].C1CCN2C(=NCCC2)CC1, predict the reaction product. The product is: [NH2:1][C:2]1[N:7]=[C:6]([C:8]2[O:9][CH:10]=[CH:11][CH:12]=2)[C:5]([C:13]#[N:14])=[C:4]([NH:28][CH2:27][C:26]2[CH:25]=[CH:24][C:23]([S:20]([CH3:19])(=[O:22])=[O:21])=[CH:30][CH:29]=2)[N:3]=1.